From a dataset of Catalyst prediction with 721,799 reactions and 888 catalyst types from USPTO. Predict which catalyst facilitates the given reaction. Reactant: [F:1][C:2]([F:10])([F:9])[C:3]1([C:6](O)=[O:7])[CH2:5][CH2:4]1.CCN(C(C)C)C(C)C.CN(C(ON1N=NC2C=CC=NC1=2)=[N+](C)C)C.F[P-](F)(F)(F)(F)F.[CH3:44][N:45]1[C:54]2[C:49](=[CH:50][N:51]=[C:52]([CH3:55])[CH:53]=2)[CH:48]=[C:47]([C:56]2[CH:57]=[C:58]([NH:63]/[C:64](/[NH2:67])=[N:65]/O)[CH:59]=[CH:60][C:61]=2[CH3:62])[C:46]1=[O:68]. Product: [CH3:44][N:45]1[C:54]2[C:49](=[CH:50][N:51]=[C:52]([CH3:55])[CH:53]=2)[CH:48]=[C:47]([C:56]2[CH:57]=[C:58]([NH:63][C:64]3[N:65]=[C:6]([C:3]4([C:2]([F:10])([F:9])[F:1])[CH2:5][CH2:4]4)[O:7][N:67]=3)[CH:59]=[CH:60][C:61]=2[CH3:62])[C:46]1=[O:68]. The catalyst class is: 3.